Dataset: Peptide-MHC class II binding affinity with 134,281 pairs from IEDB. Task: Regression. Given a peptide amino acid sequence and an MHC pseudo amino acid sequence, predict their binding affinity value. This is MHC class II binding data. (1) The peptide sequence is NPMTVFWSKMAQSMT. The MHC is DRB1_0401 with pseudo-sequence DRB1_0401. The binding affinity (normalized) is 0.401. (2) The peptide sequence is PRYISLIPVNVVAD. The MHC is DRB1_0301 with pseudo-sequence DRB1_0301. The binding affinity (normalized) is 0.169. (3) The peptide sequence is ANWIEIMRIKKLTIT. The MHC is DRB1_0802 with pseudo-sequence DRB1_0802. The binding affinity (normalized) is 0.430. (4) The peptide sequence is VKNVIGPFMKAVCVE. The MHC is DRB1_0401 with pseudo-sequence DRB1_0401. The binding affinity (normalized) is 0. (5) The peptide sequence is SRRSRRAIDLPTHEN. The MHC is HLA-DQA10501-DQB10402 with pseudo-sequence HLA-DQA10501-DQB10402. The binding affinity (normalized) is 0. (6) The peptide sequence is AAAAGWQTLSAALDA. The MHC is HLA-DPA10301-DPB10402 with pseudo-sequence HLA-DPA10301-DPB10402. The binding affinity (normalized) is 0.203. (7) The binding affinity (normalized) is 0.637. The peptide sequence is SLFFSAQPFEITAST. The MHC is HLA-DPA10201-DPB10101 with pseudo-sequence HLA-DPA10201-DPB10101.